Task: Predict the reactants needed to synthesize the given product.. Dataset: Full USPTO retrosynthesis dataset with 1.9M reactions from patents (1976-2016) (1) Given the product [CH2:12]1[C:2]2([CH2:11][CH2:10][C:5]3([O:6][CH2:7][CH2:8][O:9]3)[CH2:4][CH2:3]2)[CH2:1]1, predict the reactants needed to synthesize it. The reactants are: [CH2:1]=[C:2]1[CH2:11][CH2:10][C:5]2([O:9][CH2:8][CH2:7][O:6]2)[CH2:4][CH2:3]1.[CH2:12]([Zn]CC)C.IC(I)C.[NH4+].[Cl-]. (2) The reactants are: [CH:1]1([C:4]2[N:5]([CH2:12][O:13][CH2:14][CH2:15][Si:16]([CH3:19])([CH3:18])[CH3:17])[CH:6]=[C:7]([C:9]([OH:11])=O)[N:8]=2)[CH2:3][CH2:2]1.[NH2:20][C@@H:21]([CH3:38])[CH2:22][N:23]1[CH:27]=[CH:26][C:25]([C:28]2[CH:35]=[C:34]([F:36])[C:31]([C:32]#[N:33])=[C:30]([Cl:37])[CH:29]=2)=[N:24]1. Given the product [Cl:37][C:30]1[CH:29]=[C:28]([C:25]2[CH:26]=[CH:27][N:23]([CH2:22][C@@H:21]([NH:20][C:9]([C:7]3[N:8]=[C:4]([CH:1]4[CH2:2][CH2:3]4)[N:5]([CH2:12][O:13][CH2:14][CH2:15][Si:16]([CH3:19])([CH3:18])[CH3:17])[CH:6]=3)=[O:11])[CH3:38])[N:24]=2)[CH:35]=[C:34]([F:36])[C:31]=1[C:32]#[N:33], predict the reactants needed to synthesize it. (3) Given the product [CH3:1][CH:2]1[O:6][C:5](=[S:7])[N:4]([CH2:8][C:9]2[CH:14]=[CH:13][CH:12]=[CH:11][C:10]=2[N:15]([C:29]([O:31][CH2:32][CH:33]([CH3:35])[CH3:34])=[O:30])[S:16]([C:19]([F:22])([F:20])[F:21])(=[O:18])=[O:17])[CH2:3]1, predict the reactants needed to synthesize it. The reactants are: [CH3:1][CH:2]1[O:6][C:5](=[S:7])[N:4]([CH2:8][C:9]2[CH:14]=[CH:13][CH:12]=[CH:11][C:10]=2[NH:15][S:16]([C:19]([F:22])([F:21])[F:20])(=[O:18])=[O:17])[CH2:3]1.C(=O)(O)[O-].[Na+].Cl[C:29]([O:31][CH2:32][CH:33]([CH3:35])[CH3:34])=[O:30].